Dataset: NCI-60 drug combinations with 297,098 pairs across 59 cell lines. Task: Regression. Given two drug SMILES strings and cell line genomic features, predict the synergy score measuring deviation from expected non-interaction effect. (1) Drug 1: CN1C2=C(C=C(C=C2)N(CCCl)CCCl)N=C1CCCC(=O)O.Cl. Drug 2: CCN(CC)CCCC(C)NC1=C2C=C(C=CC2=NC3=C1C=CC(=C3)Cl)OC. Cell line: COLO 205. Synergy scores: CSS=14.6, Synergy_ZIP=-9.88, Synergy_Bliss=-4.80, Synergy_Loewe=-15.0, Synergy_HSA=-3.31. (2) Drug 1: C1=NNC2=C1C(=O)NC=N2. Drug 2: C1CC(=O)NC(=O)C1N2C(=O)C3=CC=CC=C3C2=O. Cell line: UACC62. Synergy scores: CSS=1.60, Synergy_ZIP=-0.400, Synergy_Bliss=-0.953, Synergy_Loewe=-3.32, Synergy_HSA=-2.87. (3) Drug 1: CC1=C(C(=O)C2=C(C1=O)N3CC4C(C3(C2COC(=O)N)OC)N4)N. Drug 2: CC(C)(C#N)C1=CC=C(C=C1)N2C3=C4C=C(C=CC4=NC=C3N(C2=O)C)C5=CC6=CC=CC=C6N=C5. Cell line: OVCAR3. Synergy scores: CSS=63.9, Synergy_ZIP=-3.15, Synergy_Bliss=-3.15, Synergy_Loewe=-1.60, Synergy_HSA=7.37.